This data is from Full USPTO retrosynthesis dataset with 1.9M reactions from patents (1976-2016). The task is: Predict the reactants needed to synthesize the given product. (1) The reactants are: [F:1][C:2]1[C:7]([F:8])=[CH:6][C:5]([C:9]2[CH:14]=[CH:13][N:12]=[CH:11][C:10]=2[NH:15][CH3:16])=[C:4]([O:17][CH3:18])[CH:3]=1.[CH3:19][S:20]([C:23]1[CH:24]=[C:25]([CH:29]=[C:30]([C:32]([F:35])([F:34])[F:33])[CH:31]=1)[C:26]([OH:28])=O)(=[O:22])=[O:21]. Given the product [F:1][C:2]1[C:7]([F:8])=[CH:6][C:5]([C:9]2[CH:14]=[CH:13][N:12]=[CH:11][C:10]=2[N:15]([CH3:16])[C:26](=[O:28])[C:25]2[CH:29]=[C:30]([C:32]([F:35])([F:34])[F:33])[CH:31]=[C:23]([S:20]([CH3:19])(=[O:21])=[O:22])[CH:24]=2)=[C:4]([O:17][CH3:18])[CH:3]=1, predict the reactants needed to synthesize it. (2) Given the product [ClH:1].[Cl:1][C:2]1[CH:3]=[C:4]([C:13]2[CH:14]=[C:15]([CH2:19][N:20]3[CH:24]=[CH:23][N:22]=[C:21]3[CH3:25])[N:16]=[N:17][CH:18]=2)[CH:5]=[CH:6][C:7]=1[Cl:8], predict the reactants needed to synthesize it. The reactants are: [Cl:1][C:2]1[CH:3]=[C:4](B(O)O)[CH:5]=[CH:6][C:7]=1[Cl:8].Cl[C:13]1[CH:14]=[C:15]([CH2:19][N:20]2[CH:24]=[CH:23][N:22]=[C:21]2[CH3:25])[N:16]=[N:17][CH:18]=1. (3) Given the product [C:1]([O:5][C:6]([NH:8][C@H:9]1[CH2:14][CH2:13][CH2:12][CH2:11][C@H:10]1[NH:15][C:16]1[N:21]=[C:20]([C:42]2[S:41][C:40]3[N:36]([CH3:35])[N:37]=[C:38]([CH3:57])[C:39]=3[CH:43]=2)[C:19]2[C:23](=[O:33])[N:24]([C:26]([O:28][C:29]([CH3:32])([CH3:31])[CH3:30])=[O:27])[CH2:25][C:18]=2[C:17]=1[F:34])=[O:7])([CH3:4])([CH3:3])[CH3:2], predict the reactants needed to synthesize it. The reactants are: [C:1]([O:5][C:6]([NH:8][C@H:9]1[CH2:14][CH2:13][CH2:12][CH2:11][C@H:10]1[NH:15][C:16]1[N:21]=[C:20](Cl)[C:19]2[C:23](=[O:33])[N:24]([C:26]([O:28][C:29]([CH3:32])([CH3:31])[CH3:30])=[O:27])[CH2:25][C:18]=2[C:17]=1[F:34])=[O:7])([CH3:4])([CH3:3])[CH3:2].[CH3:35][N:36]1[C:40]2[S:41][C:42]([Sn](CCCC)(CCCC)CCCC)=[CH:43][C:39]=2[C:38]([CH3:57])=[N:37]1.